Dataset: Catalyst prediction with 721,799 reactions and 888 catalyst types from USPTO. Task: Predict which catalyst facilitates the given reaction. Reactant: [CH:1]1([NH:4][C:5](=[O:36])[C:6]2[CH:11]=[C:10]([N:12]3[CH:17]=[CH:16][N:15]=[C:14]([NH:18][C:19]4([C:22]5[CH:27]=[CH:26][CH:25]=[CH:24][C:23]=5[O:28][CH2:29][CH2:30][NH:31][CH3:32])[CH2:21][CH2:20]4)[C:13]3=[O:33])[C:9]([CH3:34])=[C:8]([F:35])[CH:7]=2)[CH2:3][CH2:2]1.[C:37]([OH:46])(=[O:45])[C@@H:38]([C@H:40]([C:42]([OH:44])=[O:43])[OH:41])[OH:39]. Product: [C:37]([OH:46])(=[O:45])[C@@H:38]([C@H:40]([C:42]([OH:44])=[O:43])[OH:41])[OH:39].[CH:1]1([NH:4][C:5](=[O:36])[C:6]2[CH:11]=[C:10]([N:12]3[CH:17]=[CH:16][N:15]=[C:14]([NH:18][C:19]4([C:22]5[CH:27]=[CH:26][CH:25]=[CH:24][C:23]=5[O:28][CH2:29][CH2:30][NH:31][CH3:32])[CH2:21][CH2:20]4)[C:13]3=[O:33])[C:9]([CH3:34])=[C:8]([F:35])[CH:7]=2)[CH2:3][CH2:2]1. The catalyst class is: 5.